Dataset: Catalyst prediction with 721,799 reactions and 888 catalyst types from USPTO. Task: Predict which catalyst facilitates the given reaction. Reactant: [F:1][C:2]1[CH:7]=[CH:6][C:5]([NH:8][C:9]([C:11]2([C:14]([NH2:16])=[O:15])[CH2:13][CH2:12]2)=[O:10])=[CH:4][CH:3]=1.FC1C=CC(NC(C2(C(N[C:33]3[CH:38]=[CH:37][C:36]([O:39][C:40]4[C:49]5[C:44](=[CH:45][C:46]([OH:52])=[C:47]([O:50][CH3:51])[CH:48]=5)[N:43]=[CH:42][N:41]=4)=[C:35]([F:53])[CH:34]=3)=O)CC2)=O)=CC=1.O[CH2:55][CH2:56][CH2:57][N:58]1[CH2:63][CH2:62][O:61][CH2:60][CH2:59]1.C1(P(C2C=CC=CC=2)C2C=CC=CC=2)C=CC=CC=1.N(C(OC(C)C)=O)=NC(OC(C)C)=O. Product: [F:53][C:35]1[CH:34]=[C:33]([N:8]([C:5]2[CH:4]=[CH:3][C:2]([F:1])=[CH:7][CH:6]=2)[C:9]([C:11]2([C:14]([NH2:16])=[O:15])[CH2:12][CH2:13]2)=[O:10])[CH:38]=[CH:37][C:36]=1[O:39][C:40]1[C:49]2[C:44](=[CH:45][C:46]([O:52][CH2:55][CH2:56][CH2:57][N:58]3[CH2:63][CH2:62][O:61][CH2:60][CH2:59]3)=[C:47]([O:50][CH3:51])[CH:48]=2)[N:43]=[CH:42][N:41]=1. The catalyst class is: 4.